This data is from Forward reaction prediction with 1.9M reactions from USPTO patents (1976-2016). The task is: Predict the product of the given reaction. (1) Given the reactants [C:1]1([C:7]2[C:11]([C:12]([F:15])([F:14])[F:13])=[C:10]([C:16]3[O:17][C:18]4[C:28]5[C:23](=[CH:24][C:25]([CH:29]=C)=[CH:26][CH:27]=5)[CH2:22][CH2:21][C:19]=4[N:20]=3)[O:9][N:8]=2)[CH:6]=[CH:5][CH:4]=[CH:3][CH:2]=1.CN1CC[O+:35]([O-])CC1.I([O-])(=O)(=O)=O.[Na+], predict the reaction product. The product is: [C:1]1([C:7]2[C:11]([C:12]([F:15])([F:13])[F:14])=[C:10]([C:16]3[O:17][C:18]4[C:28]5[C:23](=[CH:24][C:25]([CH:29]=[O:35])=[CH:26][CH:27]=5)[CH2:22][CH2:21][C:19]=4[N:20]=3)[O:9][N:8]=2)[CH:6]=[CH:5][CH:4]=[CH:3][CH:2]=1. (2) Given the reactants [C:1]([C:3]([CH3:28])([CH3:27])[C@H:4]([NH:6][C:7]1[C:8]2[N:9]([CH:16]=[C:17]([C:19]3[CH:20]=[N:21][C:22]([O:25][CH3:26])=[CH:23][CH:24]=3)[CH:18]=2)[N:10]=[CH:11][C:12]=1[C:13]([NH2:15])=[O:14])[CH3:5])#[N:2].[H-].[H-].[H-].[H-].[Li+].[Al+3], predict the reaction product. The product is: [NH2:2][CH2:1][C:3]([CH3:27])([CH3:28])[C@H:4]([NH:6][C:7]1[C:8]2[N:9]([CH:16]=[C:17]([C:19]3[CH:20]=[N:21][C:22]([O:25][CH3:26])=[CH:23][CH:24]=3)[CH:18]=2)[N:10]=[CH:11][C:12]=1[C:13]([NH2:15])=[O:14])[CH3:5]. (3) Given the reactants Cl[C:2]1[C:11]2[C:6](=[CH:7][C:8]([O:14][CH3:15])=[C:9]([O:12][CH3:13])[CH:10]=2)[N:5]=[CH:4][CH:3]=1.[Cl:16][C:17]1[CH:18]=[CH:19][C:20]([OH:31])=[C:21]([CH:30]=1)[C:22]([C:24]1[CH:29]=[CH:28][CH:27]=[CH:26][CH:25]=1)=[O:23], predict the reaction product. The product is: [Cl:16][C:17]1[CH:18]=[CH:19][C:20]([O:31][C:2]2[C:11]3[C:6](=[CH:7][C:8]([O:14][CH3:15])=[C:9]([O:12][CH3:13])[CH:10]=3)[N:5]=[CH:4][CH:3]=2)=[C:21]([C:22]([C:24]2[CH:29]=[CH:28][CH:27]=[CH:26][CH:25]=2)=[O:23])[CH:30]=1. (4) Given the reactants [CH3:1][S:2]([NH:5][C:6]1[CH:35]=[CH:34][C:9]([C:10]([N:12]2[C:21]3[C:16](=[CH:17][CH:18]=[CH:19][CH:20]=3)[C@H:15]([N:22]([C:27]3[CH:32]=[CH:31][CH:30]=[CH:29][CH:28]=3)[C:23](=[O:26])[CH2:24][CH3:25])[CH2:14][C@@H:13]2[CH3:33])=[O:11])=[CH:8][CH:7]=1)(=[O:4])=[O:3].NC1C=CC(C(N2C3C(=CC=CC=3)[C@H](N(C3C=CC=CC=3)C(=O)C)C[C@@H]2C)=O)=CC=1.CS(OS(C)(=O)=O)(=O)=O, predict the reaction product. The product is: [CH3:1][S:2]([NH:5][C:6]1[CH:35]=[CH:34][C:9]([C:10]([N:12]2[C:21]3[C:16](=[CH:17][CH:18]=[CH:19][CH:20]=3)[CH:15]([N:22]([C:27]3[CH:32]=[CH:31][CH:30]=[CH:29][CH:28]=3)[C:23](=[O:26])[CH2:24][CH3:25])[CH2:14][CH:13]2[CH3:33])=[O:11])=[CH:8][CH:7]=1)(=[O:3])=[O:4].